From a dataset of Reaction yield outcomes from USPTO patents with 853,638 reactions. Predict the reaction yield, written as a fraction of the theoretical maximum amount of product (1.0 means a 100% yield; for example, 0.34 means a 34% yield). The reactants are [F:1][C:2]1[CH:33]=[CH:32][C:5]([CH2:6][C:7]2[CH:8]=[C:9]([CH:27]=[CH:28][C:29]=2[O:30]C)[CH2:10][C:11]2[C:16]([CH3:17])=[CH:15][C:14]([NH:18][C:19](=[O:25])[C:20]([O:22]CC)=[O:21])=[CH:13][C:12]=2[CH3:26])=[CH:4][CH:3]=1.B(Br)(Br)Br. The catalyst is ClCCl. The product is [F:1][C:2]1[CH:3]=[CH:4][C:5]([CH2:6][C:7]2[CH:8]=[C:9]([CH:27]=[CH:28][C:29]=2[OH:30])[CH2:10][C:11]2[C:16]([CH3:17])=[CH:15][C:14]([NH:18][C:19](=[O:25])[C:20]([OH:22])=[O:21])=[CH:13][C:12]=2[CH3:26])=[CH:32][CH:33]=1. The yield is 0.480.